This data is from Forward reaction prediction with 1.9M reactions from USPTO patents (1976-2016). The task is: Predict the product of the given reaction. (1) Given the reactants [Br:1][C:2]1[CH:10]=[CH:9][CH:8]=[C:7]2[C:3]=1[C:4]([C:20]1[C:21](O)=[CH:22][C:23]3[O:27][CH2:26][CH2:25][C:24]=3[CH:28]=1)([CH2:18][OH:19])[C:5](=[O:17])[N:6]2[CH2:11][C:12]([O:14][CH2:15][CH3:16])=[O:13].ClC1C=CC(Cl)=C2C=1C(C1C(O)=CC3OCOC=3C=1)(CO)C(=O)N2CCCCC, predict the reaction product. The product is: [Br:1][C:2]1[CH:10]=[CH:9][CH:8]=[C:7]2[C:3]=1[C:4]1([CH2:18][O:19][C:21]3[CH:22]=[C:23]4[C:24](=[CH:28][C:20]1=3)[CH2:25][CH2:26][O:27]4)[C:5](=[O:17])[N:6]2[CH2:11][C:12]([O:14][CH2:15][CH3:16])=[O:13]. (2) Given the reactants C([O:4][CH2:5][C:6]([NH:8][C:9]1[CH:14]=[C:13]([O:15][CH2:16][C:17]2[CH:22]=[CH:21][CH:20]=[CH:19][CH:18]=2)[CH:12]=[CH:11][C:10]=1[S:23](=[O:36])(=[O:35])[NH:24][C:25]1[CH:26]=[CH:27][C:28]2[CH2:32][O:31][B:30]([OH:33])[C:29]=2[CH:34]=1)=[O:7])(=O)C, predict the reaction product. The product is: [CH2:16]([O:15][C:13]1[CH:12]=[CH:11][C:10]([S:23](=[O:36])(=[O:35])[NH:24][C:25]2[CH:26]=[CH:27][C:28]3[CH2:32][O:31][B:30]([OH:33])[C:29]=3[CH:34]=2)=[C:9]([NH:8][C:6](=[O:7])[CH2:5][OH:4])[CH:14]=1)[C:17]1[CH:18]=[CH:19][CH:20]=[CH:21][CH:22]=1. (3) Given the reactants [C:1]([C:3]1[CH:4]=[N:5][N:6]2[C:11]([C:12]([F:15])([F:14])[F:13])=[CH:10][C:9]([C:16]3[CH:21]=[CH:20][C:19]([C:22]([F:25])([F:24])[F:23])=[CH:18][CH:17]=3)=[N:8][C:7]=12)#[CH:2].Br[C:27]1[CH:28]=[CH:29][C:30]([F:33])=[N:31][CH:32]=1, predict the reaction product. The product is: [F:33][C:30]1[N:31]=[CH:32][C:27]([C:2]#[C:1][C:3]2[CH:4]=[N:5][N:6]3[C:11]([C:12]([F:14])([F:13])[F:15])=[CH:10][C:9]([C:16]4[CH:21]=[CH:20][C:19]([C:22]([F:25])([F:24])[F:23])=[CH:18][CH:17]=4)=[N:8][C:7]=23)=[CH:28][CH:29]=1. (4) Given the reactants [C:1](#[N:5])[CH2:2][CH2:3][CH3:4].[ClH:6].N=O.[CH2:9]([NH2:16])[C:10]1[CH:15]=[CH:14][CH:13]=[CH:12][CH:11]=1, predict the reaction product. The product is: [ClH:6].[CH2:9]([NH:16][C:1](=[NH:5])[CH2:2][CH2:3][CH3:4])[C:10]1[CH:15]=[CH:14][CH:13]=[CH:12][CH:11]=1.